Dataset: Forward reaction prediction with 1.9M reactions from USPTO patents (1976-2016). Task: Predict the product of the given reaction. (1) The product is: [CH2:11]([O:10][CH2:9][C@H:8]([NH2:7])[C:18]1[N:22]([C:23]2[CH:28]=[CH:27][CH:26]=[CH:25][CH:24]=2)[C:21]2[CH:29]=[C:30]([F:33])[CH:31]=[CH:32][C:20]=2[N:19]=1)[C:12]1[CH:13]=[CH:14][CH:15]=[CH:16][CH:17]=1. Given the reactants C(OC(=O)[NH:7][C@H:8]([C:18]1[N:22]([C:23]2[CH:28]=[CH:27][CH:26]=[CH:25][CH:24]=2)[C:21]2[CH:29]=[C:30]([F:33])[CH:31]=[CH:32][C:20]=2[N:19]=1)[CH2:9][O:10][CH2:11][C:12]1[CH:17]=[CH:16][CH:15]=[CH:14][CH:13]=1)(C)(C)C.C(O)(C(F)(F)F)=O, predict the reaction product. (2) Given the reactants [NH2:1][C:2]1[CH:3]=[C:4]([CH:15]=[CH:16][C:17]=1[S:18][C:19]1[CH:24]=[CH:23][C:22]([OH:25])=[CH:21][CH:20]=1)[O:5][CH2:6][C:7]1[CH:8]=[C:9]([CH:12]=[CH:13][CH:14]=1)[C:10]#[N:11].C([C:28]1[C:29]([N:34]=[CH:35][N:36]([CH3:38])C)=[N:30][CH:31]=[CH:32][CH:33]=1)#N.NC1C=C(OCC2C=CC=C(F)C=2)C=CC=1SC1C=CC(O)=CC=1, predict the reaction product. The product is: [OH:25][C:22]1[CH:21]=[CH:20][C:19]([S:18][C:17]2[CH:16]=[CH:15][C:4]([O:5][CH2:6][C:7]3[CH:8]=[C:9]([CH:12]=[CH:13][CH:14]=3)[C:10]#[N:11])=[CH:3][C:2]=2[NH:1][C:38]2[C:28]3[CH:33]=[CH:32][CH:31]=[N:30][C:29]=3[N:34]=[CH:35][N:36]=2)=[CH:24][CH:23]=1. (3) Given the reactants [CH2:1]([O:8][C:9]1[CH:20]=[CH:19][C:12]([CH2:13][CH:14]([CH2:17][OH:18])[CH2:15][OH:16])=[CH:11][CH:10]=1)[C:2]1[CH:7]=[CH:6][CH:5]=[CH:4][CH:3]=1.[C:21]([O:26][CH3:27])(=[O:25])[C:22]([CH3:24])=O.C(=O)(O)[O-].[Na+], predict the reaction product. The product is: [CH3:27][O:26][C:21]([C:22]1([CH3:24])[O:16][CH2:15][CH:14]([CH2:13][C:12]2[CH:11]=[CH:10][C:9]([O:8][CH2:1][C:2]3[CH:3]=[CH:4][CH:5]=[CH:6][CH:7]=3)=[CH:20][CH:19]=2)[CH2:17][O:18]1)=[O:25].